Dataset: Catalyst prediction with 721,799 reactions and 888 catalyst types from USPTO. Task: Predict which catalyst facilitates the given reaction. (1) Reactant: [CH2:1]([C:5]1[C:10]([CH2:11]Cl)=[CH:9][N:8]=[C:7]([C:13]2[CH:18]=[CH:17][C:16]([C:19]([F:22])([F:21])[F:20])=[CH:15][CH:14]=2)[N:6]=1)[CH2:2][CH2:3][CH3:4].[CH2:23]([O:25][C:26](=[O:39])[C:27]([O:30][C:31]1[CH:36]=[CH:35][C:34]([OH:37])=[CH:33][C:32]=1[CH3:38])([CH3:29])[CH3:28])[CH3:24].[H-].[Na+]. Product: [CH2:23]([O:25][C:26](=[O:39])[C:27]([O:30][C:31]1[CH:36]=[CH:35][C:34]([O:37][CH2:11][C:10]2[C:5]([CH2:1][CH2:2][CH2:3][CH3:4])=[N:6][C:7]([C:13]3[CH:18]=[CH:17][C:16]([C:19]([F:22])([F:21])[F:20])=[CH:15][CH:14]=3)=[N:8][CH:9]=2)=[CH:33][C:32]=1[CH3:38])([CH3:28])[CH3:29])[CH3:24]. The catalyst class is: 215. (2) Reactant: [CH2:1]([C:3]1[CH:8]=[CH:7][CH:6]=[CH:5][N:4]=1)[CH3:2].C(OOC(=O)C1C=CC=CC=1)(=O)C1C=CC=CC=1.[Br:27]N1C(=O)CCC1=O. Product: [Br:27][CH:1]([C:3]1[CH:8]=[CH:7][CH:6]=[CH:5][N:4]=1)[CH3:2]. The catalyst class is: 53. (3) Reactant: [C:1]([C:3]1[CH:8]=[CH:7][C:6]([N:9]2[C:13]([C:14]3[C:15](=[O:33])[N:16]([CH3:32])[C:17](=[O:31])[N:18]([C:21]4[CH:26]=[CH:25][CH:24]=[C:23]([C:27]([F:30])([F:29])[F:28])[CH:22]=4)[C:19]=3[CH3:20])=[C:12]([S:34]([OH:37])(=O)=[O:35])[CH:11]=[N:10]2)=[CH:5][CH:4]=1)#[N:2].N1C=CC=CC=1.P(Cl)(Cl)([Cl:46])=O.O. Product: [C:1]([C:3]1[CH:8]=[CH:7][C:6]([N:9]2[C:13]([C:14]3[C:15](=[O:33])[N:16]([CH3:32])[C:17](=[O:31])[N:18]([C:21]4[CH:26]=[CH:25][CH:24]=[C:23]([C:27]([F:30])([F:29])[F:28])[CH:22]=4)[C:19]=3[CH3:20])=[C:12]([S:34]([Cl:46])(=[O:37])=[O:35])[CH:11]=[N:10]2)=[CH:5][CH:4]=1)#[N:2]. The catalyst class is: 115. (4) Reactant: [Cl:1][C:2]1[CH:10]=[C:9]2[C:5]([C:6]([C:15]([N:17]3[CH2:22][CH2:21][CH:20]([C:23]4[C:31]5[O:30][CH2:29][CH2:28][C:27]=5[CH:26]=[CH:25][CH:24]=4)[CH2:19][CH2:18]3)=[O:16])=[CH:7][N:8]2[CH2:11][C:12](O)=[O:13])=[CH:4][CH:3]=1.[NH3:32]. Product: [Cl:1][C:2]1[CH:10]=[C:9]2[C:5]([C:6]([C:15]([N:17]3[CH2:22][CH2:21][CH:20]([C:23]4[C:31]5[O:30][CH2:29][CH2:28][C:27]=5[CH:26]=[CH:25][CH:24]=4)[CH2:19][CH2:18]3)=[O:16])=[CH:7][N:8]2[CH2:11][C:12]([NH2:32])=[O:13])=[CH:4][CH:3]=1. The catalyst class is: 1. (5) Reactant: [CH2:1]([O:3][C:4]([C:6]1[CH:11]=[CH:10][C:9]([CH:12]([NH:17][NH:18]C(OC(C)(C)C)=O)[CH2:13][CH2:14][CH2:15][CH3:16])=[CH:8][CH:7]=1)=[O:5])[CH3:2].[C:26]([OH:32])([C:28]([F:31])([F:30])[F:29])=[O:27]. Product: [F:29][C:28]([F:31])([F:30])[C:26]([O-:32])=[O:27].[CH2:1]([O:3][C:4]([C:6]1[CH:11]=[CH:10][C:9]([CH:12]([NH2+:17][NH2:18])[CH2:13][CH2:14][CH2:15][CH3:16])=[CH:8][CH:7]=1)=[O:5])[CH3:2]. The catalyst class is: 2. (6) The catalyst class is: 728. Product: [Br:1][C:2]1[C:10]2[NH:9][C:8]3[C:11]([O:16][CH2:17][CH3:18])=[N:12][C:13]([N:19]4[CH2:24][CH2:23][NH:22][CH2:21][CH2:20]4)=[N:14][C:7]=3[C:6]=2[CH:5]=[CH:4][CH:3]=1. Reactant: [Br:1][C:2]1[C:10]2[NH:9][C:8]3[C:11]([O:16][CH2:17][CH3:18])=[N:12][C:13](Cl)=[N:14][C:7]=3[C:6]=2[CH:5]=[CH:4][CH:3]=1.[NH:19]1[CH2:24][CH2:23][NH:22][CH2:21][CH2:20]1. (7) Reactant: Br[C:2]1[CH:3]=[C:4]2[C:8](=[CH:9][CH:10]=1)[N:7]([C:11]([O:13][C:14]([CH3:17])([CH3:16])[CH3:15])=[O:12])[N:6]=[C:5]2[C:18]1[CH:23]=[CH:22][C:21]([F:24])=[CH:20][CH:19]=1.[F:25][C:26]1[CH:31]=[CH:30][C:29]([C:32]2[O:33][C:34]3[CH:44]=[C:43]([N:45]([CH3:50])[S:46]([CH3:49])(=[O:48])=[O:47])[C:42](B4OC(C)(C)C(C)(C)O4)=[CH:41][C:35]=3[C:36]=2[C:37]([NH:39][CH3:40])=[O:38])=[CH:28][CH:27]=1.[O-]P([O-])([O-])=O.[K+].[K+].[K+]. Product: [F:24][C:21]1[CH:20]=[CH:19][C:18]([C:5]2[C:4]3[C:8](=[CH:9][CH:10]=[C:2]([C:42]4[C:43]([N:45]([CH3:50])[S:46]([CH3:49])(=[O:48])=[O:47])=[CH:44][C:34]5[O:33][C:32]([C:29]6[CH:30]=[CH:31][C:26]([F:25])=[CH:27][CH:28]=6)=[C:36]([C:37](=[O:38])[NH:39][CH3:40])[C:35]=5[CH:41]=4)[CH:3]=3)[N:7]([C:11]([O:13][C:14]([CH3:17])([CH3:16])[CH3:15])=[O:12])[N:6]=2)=[CH:23][CH:22]=1. The catalyst class is: 75. (8) Reactant: [H-].[Na+].[CH3:3][C@@H:4]1[CH2:9][NH:8][C:7](=[O:10])[CH2:6][O:5]1.[CH3:11][O:12][CH2:13]Cl. Product: [CH3:11][O:12][CH2:13][N:8]1[CH2:9][C@@H:4]([CH3:3])[O:5][CH2:6][C:7]1=[O:10]. The catalyst class is: 7. (9) The catalyst class is: 1. Reactant: [CH3:1][O:2][C:3]1[CH:4]=[C:5]2[C:10](=[CH:11][CH:12]=1)[CH:9]=[C:8]([CH2:13][CH2:14][NH2:15])[CH:7]=[CH:6]2.C(N(CC)CC)C.[CH3:23][S:24](Cl)(=[O:26])=[O:25]. Product: [CH3:1][O:2][C:3]1[CH:4]=[C:5]2[C:10](=[CH:11][CH:12]=1)[CH:9]=[C:8]([CH2:13][CH2:14][NH:15][S:24]([CH3:23])(=[O:26])=[O:25])[CH:7]=[CH:6]2.